Dataset: Forward reaction prediction with 1.9M reactions from USPTO patents (1976-2016). Task: Predict the product of the given reaction. (1) Given the reactants [I:1]([O-])(=O)=O.[K+].[CH3:6][O:7][C:8]1[CH:13]=[CH:12][C:11]([N:14]2[C:26]3[CH:25]=[CH:24][CH:23]=[CH:22][C:21]=3[C:20]3[C:15]2=[CH:16][CH:17]=[CH:18][CH:19]=3)=[CH:10][CH:9]=1.[I-:27].[K+], predict the reaction product. The product is: [I:27][C:23]1[CH:24]=[CH:25][C:26]2[N:14]([C:11]3[CH:10]=[CH:9][C:8]([O:7][CH3:6])=[CH:13][CH:12]=3)[C:15]3[C:20]([C:21]=2[CH:22]=1)=[CH:19][C:18]([I:1])=[CH:17][CH:16]=3. (2) Given the reactants [Cl:1][C:2]1[CH:25]=[CH:24][C:5]([CH2:6][N:7]2[C:15]3[C:10](=[CH:11][C:12](/[CH:16]=[C:17]4/[C:18](=[O:23])[NH:19][C:20](=[O:22])[S:21]/4)=[CH:13][CH:14]=3)[CH:9]=[N:8]2)=[C:4]([C:26]([F:29])([F:28])[F:27])[CH:3]=1.Br.Br[CH2:32][C:33]1[CH:38]=[CH:37][CH:36]=[CH:35][N:34]=1, predict the reaction product. The product is: [Cl:1][C:2]1[CH:25]=[CH:24][C:5]([CH2:6][N:7]2[C:15]3[C:10](=[CH:11][C:12](/[CH:16]=[C:17]4/[C:18](=[O:23])[N:19]([CH2:32][C:33]5[CH:38]=[CH:37][CH:36]=[CH:35][N:34]=5)[C:20](=[O:22])[S:21]/4)=[CH:13][CH:14]=3)[CH:9]=[N:8]2)=[C:4]([C:26]([F:27])([F:29])[F:28])[CH:3]=1. (3) Given the reactants [CH3:1][O:2][C:3]1[N:8]=[C:7]([O:9][CH3:10])[C:6]([C:11]2[CH:20]=[C:19]3[C:14]([C:15]([Cl:24])=[C:16]([C:21]([NH2:23])=[O:22])[CH:17]=[N:18]3)=[CH:13][CH:12]=2)=[CH:5][N:4]=1.[NH2:25][C:26]1[CH:27]=[C:28]([NH:32][C:33]([NH2:35])=[O:34])[CH:29]=[CH:30][CH:31]=1, predict the reaction product. The product is: [ClH:24].[NH2:35][C:33]([NH:32][C:28]1[CH:27]=[C:26]([NH:25][C:15]2[C:14]3[C:19](=[CH:20][C:11]([C:6]4[C:7]([O:9][CH3:10])=[N:8][C:3]([O:2][CH3:1])=[N:4][CH:5]=4)=[CH:12][CH:13]=3)[N:18]=[CH:17][C:16]=2[C:21]([NH2:23])=[O:22])[CH:31]=[CH:30][CH:29]=1)=[O:34]. (4) Given the reactants C[O:2][C:3]1[CH:8]=[CH:7][C:6]([CH:9]=[CH:10][C:11]2[O:15][N:14]=[C:13]([CH2:16][CH2:17][CH3:18])[N:12]=2)=[CH:5][C:4]=1[NH:19][S:20]([CH3:23])(=[O:22])=[O:21].B(Br)(Br)Br, predict the reaction product. The product is: [OH:2][C:3]1[CH:8]=[CH:7][C:6]([CH:9]=[CH:10][C:11]2[O:15][N:14]=[C:13]([CH2:16][CH2:17][CH3:18])[N:12]=2)=[CH:5][C:4]=1[NH:19][S:20]([CH3:23])(=[O:22])=[O:21]. (5) Given the reactants [NH2:1][C:2]1[CH:23]=[CH:22][C:5]2[S:6][CH2:7][CH2:8][N:9]([CH2:10][CH2:11][N:12]([CH2:20][CH3:21])[C:13](=[O:19])[O:14][C:15]([CH3:18])([CH3:17])[CH3:16])[C:4]=2[CH:3]=1.I.[S:25]1[CH:29]=[CH:28][CH:27]=[C:26]1[C:30](SC)=[NH:31], predict the reaction product. The product is: [CH2:20]([N:12]([CH2:11][CH2:10][N:9]1[CH2:8][CH2:7][S:6][C:5]2[CH:22]=[CH:23][C:2]([NH:1][C:30]([C:26]3[S:25][CH:29]=[CH:28][CH:27]=3)=[NH:31])=[CH:3][C:4]1=2)[C:13](=[O:19])[O:14][C:15]([CH3:18])([CH3:17])[CH3:16])[CH3:21]. (6) Given the reactants C([O:4][C:5]1[CH:10]=[CH:9][C:8]([C:11]2[C:16]([O:17][CH3:18])=[CH:15][CH:14]=[C:13]([CH2:19][CH:20]([OH:23])[CH2:21][OH:22])[CH:12]=2)=[CH:7][CH:6]=1)C=C.[Al](Cl)([CH2:27][CH3:28])CC.[CH2:30](Cl)Cl, predict the reaction product. The product is: [CH2:30]([C:10]1[CH:9]=[C:8]([C:11]2[C:16]([O:17][CH3:18])=[CH:15][CH:14]=[C:13]([CH2:19][CH:20]([OH:23])[CH2:21][OH:22])[CH:12]=2)[CH:7]=[CH:6][C:5]=1[OH:4])[CH:27]=[CH2:28].